This data is from Catalyst prediction with 721,799 reactions and 888 catalyst types from USPTO. The task is: Predict which catalyst facilitates the given reaction. (1) Reactant: [O:1]=[C:2]1[NH:6][C:5](=[O:7])[C:4](=[CH:8][C:9]2[CH:14]=[CH:13][C:12]([C:15]3[CH:20]=[CH:19][CH:18]=[C:17]([CH2:21][N:22]([CH3:37])[C:23](=[O:36])[C:24]4[CH:29]=[CH:28][C:27]([O:30][CH2:31][CH3:32])=[C:26]([O:33][CH2:34][CH3:35])[CH:25]=4)[CH:16]=3)=[CH:11][CH:10]=2)[S:3]1. Product: [O:1]=[C:2]1[NH:6][C:5](=[O:7])[CH:4]([CH2:8][C:9]2[CH:14]=[CH:13][C:12]([C:15]3[CH:20]=[CH:19][CH:18]=[C:17]([CH2:21][N:22]([CH3:37])[C:23](=[O:36])[C:24]4[CH:29]=[CH:28][C:27]([O:30][CH2:31][CH3:32])=[C:26]([O:33][CH2:34][CH3:35])[CH:25]=4)[CH:16]=3)=[CH:11][CH:10]=2)[S:3]1. The catalyst class is: 5. (2) Reactant: [C@@H:1]1([O:12][C:13]2[C:17]([CH2:18][C:19]3[CH:24]=[CH:23][C:22]([O:25][CH:26]([CH3:28])[CH3:27])=[CH:21][CH:20]=3)=[C:16]([CH3:29])[NH:15][N:14]=2)[O:9][C@H:8]([CH2:10][OH:11])[C@@H:6]([OH:7])[C@H:4]([OH:5])[C@H:2]1[OH:3].[CH2:30]([O:37][C:38](ON1C(=O)CCC1=O)=[O:39])[C:31]1[CH:36]=[CH:35][CH:34]=[CH:33][CH:32]=1. Product: [CH2:30]([O:37][C:38]([N:15]1[C:16]([CH3:29])=[C:17]([CH2:18][C:19]2[CH:24]=[CH:23][C:22]([O:25][CH:26]([CH3:27])[CH3:28])=[CH:21][CH:20]=2)[C:13]([O:12][C@@H:1]2[O:9][C@H:8]([CH2:10][OH:11])[C@@H:6]([OH:7])[C@H:4]([OH:5])[C@H:2]2[OH:3])=[N:14]1)=[O:39])[C:31]1[CH:36]=[CH:35][CH:34]=[CH:33][CH:32]=1. The catalyst class is: 7. (3) Reactant: [CH3:1][C:2]([C:4]1[CH:9]=[C:8]([F:10])[C:7](F)=[C:6]([F:12])[CH:5]=1)=[O:3].[CH3:13][S-:14].[Na+]. Product: [F:12][C:6]1[CH:5]=[C:4]([C:2](=[O:3])[CH3:1])[CH:9]=[C:8]([F:10])[C:7]=1[S:14][CH3:13]. The catalyst class is: 10.